From a dataset of NCI-60 drug combinations with 297,098 pairs across 59 cell lines. Regression. Given two drug SMILES strings and cell line genomic features, predict the synergy score measuring deviation from expected non-interaction effect. (1) Drug 1: CC1=C2C(C(=O)C3(C(CC4C(C3C(C(C2(C)C)(CC1OC(=O)C(C(C5=CC=CC=C5)NC(=O)OC(C)(C)C)O)O)OC(=O)C6=CC=CC=C6)(CO4)OC(=O)C)O)C)O. Drug 2: CC12CCC3C(C1CCC2OP(=O)(O)O)CCC4=C3C=CC(=C4)OC(=O)N(CCCl)CCCl.[Na+]. Cell line: SF-295. Synergy scores: CSS=19.9, Synergy_ZIP=19.9, Synergy_Bliss=18.7, Synergy_Loewe=22.8, Synergy_HSA=20.5. (2) Drug 1: CCCS(=O)(=O)NC1=C(C(=C(C=C1)F)C(=O)C2=CNC3=C2C=C(C=N3)C4=CC=C(C=C4)Cl)F. Drug 2: CN(C)C1=NC(=NC(=N1)N(C)C)N(C)C. Cell line: SK-MEL-2. Synergy scores: CSS=-3.99, Synergy_ZIP=3.35, Synergy_Bliss=2.15, Synergy_Loewe=-3.75, Synergy_HSA=-2.53. (3) Drug 1: CNC(=O)C1=CC=CC=C1SC2=CC3=C(C=C2)C(=NN3)C=CC4=CC=CC=N4. Drug 2: C1CN1P(=S)(N2CC2)N3CC3. Cell line: PC-3. Synergy scores: CSS=12.6, Synergy_ZIP=-2.31, Synergy_Bliss=2.69, Synergy_Loewe=-0.380, Synergy_HSA=0.475.